Dataset: Reaction yield outcomes from USPTO patents with 853,638 reactions. Task: Predict the reaction yield, written as a fraction of the theoretical maximum amount of product (1.0 means a 100% yield; for example, 0.34 means a 34% yield). (1) The reactants are C(OC(=O)[NH:7][CH:8]1[CH2:13][CH2:12][N:11]([C:14]([C:16]2[C:24]3[C:19](=[CH:20][C:21]([Cl:25])=[CH:22][CH:23]=3)[NH:18][CH:17]=2)=[O:15])[CH2:10][CH2:9]1)(C)(C)C.C(O)(C(F)(F)F)=O.C([O-])(O)=O.[Na+]. The catalyst is C(Cl)Cl. The product is [NH2:7][CH:8]1[CH2:13][CH2:12][N:11]([C:14]([C:16]2[C:24]3[C:19](=[CH:20][C:21]([Cl:25])=[CH:22][CH:23]=3)[NH:18][CH:17]=2)=[O:15])[CH2:10][CH2:9]1. The yield is 0.680. (2) The reactants are [CH3:1][O:2][C:3]1[CH:8]=[CH:7][C:6]([CH2:9][CH2:10][CH3:11])=[CH:5][C:4]=1[O:12][CH3:13].C(C1C(=O)C(Cl)=C(Cl)C(=[O:19])C=1C#N)#N.C(O)(=O)C. The catalyst is O1CCOCC1. The product is [CH3:13][O:12][C:4]1[CH:5]=[C:6]([CH:7]=[CH:8][C:3]=1[O:2][CH3:1])[CH:9]=[CH:10][CH:11]=[O:19]. The yield is 0.600. (3) The reactants are [NH:1]1[CH2:5][CH2:4][CH2:3][C@H:2]1[CH2:6][N:7]1[C:15]2[C:10](=[CH:11][CH:12]=[CH:13][CH:14]=2)[C:9]2([CH2:19][O:18][C:17]3[CH:20]=[C:21]4[C:25](=[CH:26][C:16]2=3)[CH2:24][CH2:23][O:22]4)[C:8]1=[O:27].[C:28](OC(=O)C)(=[O:30])[CH3:29].C(N(CC)CC)C. The catalyst is ClCCl.Cl. The product is [C:28]([N:1]1[CH2:5][CH2:4][CH2:3][C@H:2]1[CH2:6][N:7]1[C:15]2[C:10](=[CH:11][CH:12]=[CH:13][CH:14]=2)[C:9]2([CH2:19][O:18][C:17]3[CH:20]=[C:21]4[C:25](=[CH:26][C:16]2=3)[CH2:24][CH2:23][O:22]4)[C:8]1=[O:27])(=[O:30])[CH3:29]. The yield is 0.840. (4) The reactants are Cl[C:2]1[C:10]2[C:6](=[N:7][N:8]([CH2:11][C:12]([NH:16][C:17](=[O:29])[C:18]3[CH:23]=[CH:22][C:21]([O:24][C:25]([F:28])([F:27])[F:26])=[CH:20][CH:19]=3)([C:14]#[N:15])[CH3:13])[N:9]=2)[CH:5]=[C:4]([C:30]([F:33])([F:32])[F:31])[CH:3]=1.C(P(C(C)(C)C)C1C=CC2C(=CC=CC=2)C=1C1C2C(=CC=CC=2)C=CC=1)(C)(C)C.C[C:64]([N:66](C)C)=O. The catalyst is [C-]#N.[Zn+2].[C-]#N.[Zn].FC(F)(F)C([O-])=O.[Pd+2].FC(F)(F)C([O-])=O. The product is [C:14]([C:12]([NH:16][C:17](=[O:29])[C:18]1[CH:23]=[CH:22][C:21]([O:24][C:25]([F:28])([F:27])[F:26])=[CH:20][CH:19]=1)([CH3:13])[CH2:11][N:8]1[N:7]=[C:6]2[CH:5]=[C:4]([C:30]([F:31])([F:32])[F:33])[CH:3]=[C:2]([C:64]#[N:66])[C:10]2=[N:9]1)#[N:15]. The yield is 0.630. (5) The reactants are Br[CH2:2][C:3]1[C:13]([Cl:14])=[N:12][CH:11]=[CH:10][C:4]=1[C:5]([O:7]CC)=O.Cl.[CH:16]1([O:20][C:21]2[N:26]=[CH:25][C:24]([CH:27]([NH2:29])[CH3:28])=[CH:23][C:22]=2[CH3:30])[CH2:19][CH2:18][CH2:17]1. No catalyst specified. The product is [Cl:14][C:13]1[C:3]2[CH2:2][N:29]([CH:27]([C:24]3[CH:25]=[N:26][C:21]([O:20][CH:16]4[CH2:19][CH2:18][CH2:17]4)=[C:22]([CH3:30])[CH:23]=3)[CH3:28])[C:5](=[O:7])[C:4]=2[CH:10]=[CH:11][N:12]=1. The yield is 0.590. (6) The reactants are C(OC([N:8]1[CH2:13][CH2:12][O:11][CH2:10][CH:9]1[CH2:14][O:15][C:16]([N:18]1[CH2:23][CH2:22][N:21]([C:24]2[CH:29]=[CH:28][C:27]([F:30])=[CH:26][C:25]=2[F:31])[CH2:20][CH2:19]1)=[O:17])=O)(C)(C)C.C(O)(C(F)(F)F)=O. The catalyst is C(Cl)Cl. The product is [F:31][C:25]1[CH:26]=[C:27]([F:30])[CH:28]=[CH:29][C:24]=1[N:21]1[CH2:20][CH2:19][N:18]([C:16]([O:15][CH2:14][CH:9]2[CH2:10][O:11][CH2:12][CH2:13][NH:8]2)=[O:17])[CH2:23][CH2:22]1. The yield is 0.790.